Dataset: Experimentally validated miRNA-target interactions with 360,000+ pairs, plus equal number of negative samples. Task: Binary Classification. Given a miRNA mature sequence and a target amino acid sequence, predict their likelihood of interaction. (1) The protein sequence of the target gene is MEAAAAAAAAAAAAAAAGGGCGSGPPPLLLSEGEQQCYSELFARCAGAAGGGPGSGPPEAARVAPGTATAAAGPVADLFRASQLPAETLHQITELCGAKRVGYFGPTQFYIALKLIAAAQSGLPVRIESIKCELPLPRFMMSKNDGEIRFGNPAELHGTKVQIPYLTTEKNSFKRMDDEDKQQETQSPTMSPLASPPSSPPHYQRVPLSHGYSKLRSSAEQMHPAPYEARQPLVQPEGSSSGGPGTKPLRHQASLIRSFSVERELQDNSSYPDEPWRITEEQREYYVNQFRSLQPDPSSF.... The miRNA is hsa-miR-4777-3p with sequence AUACCUCAUCUAGAAUGCUGUA. Result: 0 (no interaction). (2) The miRNA is hsa-miR-4495 with sequence AAUGUAAACAGGCUUUUUGCU. The protein sequence of the target gene is MEKNGNNRKLRVCVATCNRADYSKLAPIMFGIKTEPAFFELDVVVLGSHLIDDYGNTYRMIEQDDFDINTRLHTIVRGEDEAAMVESVGLALVKLPDVLNRLKPDIMIVHGDRFDALALATSAALMNIRILHIEGGEVSGTIDDSIRHAITKLAHYHVCCTRSAEQHLISMCEDHDRILLAGCPSYDKLLSAKNKDYMSIIRMWLGDDVKCKDYIVALQHPVTTDIKHSIKMFELTLDALISFNKRTLVLFPNIDAGSKEMVRVMRKKGIEHHPNFRAVKHVPFDQFIQLVAHAGCMIGN.... Result: 0 (no interaction). (3) The miRNA is hsa-miR-3195 with sequence CGCGCCGGGCCCGGGUU. The protein sequence of the target gene is MYSSPLCLTQDEFHPFIEALLPHVRAFAYTWFNLQARKRKYFKKHEKRMSKDEERAVKDELLGEKAEVKQKWASRLLAKLRKDIRPECREDFVLAVTGKKAPGCVLSNPDQKGKMRRIDCLRQADKVWRLDLVMVILFKGIPLESTDGERLVKAAACAHPVLCVQPHHIGVAVKELDLYLAYFVRERDAEQSSSPRTGVGSDQEDSKPITLDTTDFQESFVTSGVFSVTELIQVSRTPVVTGTGPNFSLGELQGHLAYDLNPASAGMRRTLPSTSSSGSKRHKSGSMEEDVDTSPGGDYY.... Result: 0 (no interaction). (4) The miRNA is hsa-miR-377-3p with sequence AUCACACAAAGGCAACUUUUGU. The protein sequence of the target gene is MRPQILLLLALLTLGLAAQHQDKVPCKMVDKKVSCQVLGLLQVPSVLPPDTETLDLSGNQLRSILASPLGFYTALRHLDLSTNEISFLQPGAFQALTHLEHLSLAHNRLAMATALSAGGLGPLPRVTSLDLSGNSLYSGLLERLLGEAPSLHTLSLAENSLTRLTRHTFRDMPALEQLDLHSNVLMDIEDGAFEGLPRLTHLNLSRNSLTCISDFSLQQLRVLDLSCNSIEAFQTASQPQAEFQLTWLDLRENKLLHFPDLAALPRLIYLNLSNNLIRLPTGPPQDSKGIHAPSEGWSAL.... Result: 1 (interaction).